From a dataset of Forward reaction prediction with 1.9M reactions from USPTO patents (1976-2016). Predict the product of the given reaction. (1) The product is: [Na:1].[N:2]1([C:11]([CH2:13][C@H:14]([CH2:21][OH:22])[O:15][CH2:16][P:17]([OH:19])([OH:20])=[O:18])=[O:12])[CH:10]=[CH:8][C:6](=[O:7])[NH:5][C:3]1=[O:4]. Given the reactants [Na:1].[N:2]1([C:11]([CH2:13][C@H:14]([CH2:21][OH:22])[O:15][CH2:16][P:17]([OH:20])([OH:19])=[O:18])=[O:12])[CH:10]=[C:8](C)[C:6](=[O:7])[NH:5][C:3]1=[O:4].N1(C(C[C@H](CO)OCP(OC(C)C)(OC(C)C)=O)=O)C=CC(=O)NC1=O.I[Si](C)(C)C, predict the reaction product. (2) The product is: [Cl:24][C:2]1[C:7]([C:8]([O:10][CH2:11][CH3:12])=[O:9])=[CH:6][N:5]=[CH:4][N:3]=1. Given the reactants O[C:2]1[C:7]([C:8]([O:10][CH2:11][CH3:12])=[O:9])=[CH:6][N:5]=[CH:4][N:3]=1.C(N(C(C)C)CC)(C)C.P(Cl)(Cl)([Cl:24])=O.[OH-].[Na+], predict the reaction product. (3) Given the reactants Cl.[CH3:2][C:3]1[S:4][CH:5]=[C:6]([C:8]([N:10]2[CH2:15][C:14]3([CH2:20][CH2:19][NH:18][CH2:17][CH2:16]3)[O:13][CH2:12][CH2:11]2)=[O:9])[N:7]=1.[OH:21][CH2:22][C:23]1[CH:32]=[CH:31][C:26]([O:27][CH2:28][CH:29]=O)=[CH:25][CH:24]=1.C(O[BH-](OC(=O)C)OC(=O)C)(=O)C.[Na+], predict the reaction product. The product is: [OH:21][CH2:22][C:23]1[CH:32]=[CH:31][C:26]([O:27][CH2:28][CH2:29][N:18]2[CH2:19][CH2:20][C:14]3([O:13][CH2:12][CH2:11][N:10]([C:8]([C:6]4[N:7]=[C:3]([CH3:2])[S:4][CH:5]=4)=[O:9])[CH2:15]3)[CH2:16][CH2:17]2)=[CH:25][CH:24]=1. (4) Given the reactants [C:1]([C:5]1[CH:9]=[C:8]([NH:10][C:11](=[O:19])OC2C=CC=CC=2)[N:7]([C:20]2[CH:25]=[CH:24][CH:23]=[CH:22][CH:21]=2)[N:6]=1)([CH3:4])([CH3:3])[CH3:2].[CH3:26][O:27][C:28]1[CH:29]=[C:30]2[C:35](=[CH:36][C:37]=1[O:38][CH3:39])[N:34]=[CH:33][N:32]=[C:31]2[S:40][C:41]1[CH:42]=[C:43]([CH:45]=[CH:46][CH:47]=1)[NH2:44].C(N(C(C)C)CC)(C)C, predict the reaction product. The product is: [C:1]([C:5]1[CH:9]=[C:8]([NH:10][C:11]([NH:44][C:43]2[CH:45]=[CH:46][CH:47]=[C:41]([S:40][C:31]3[C:30]4[C:35](=[CH:36][C:37]([O:38][CH3:39])=[C:28]([O:27][CH3:26])[CH:29]=4)[N:34]=[CH:33][N:32]=3)[CH:42]=2)=[O:19])[N:7]([C:20]2[CH:25]=[CH:24][CH:23]=[CH:22][CH:21]=2)[N:6]=1)([CH3:2])([CH3:4])[CH3:3]. (5) Given the reactants COC1C=CC(P2(SP(C3C=CC(OC)=CC=3)(=S)S2)=[S:10])=CC=1.[CH3:23][O:24][CH2:25][CH2:26][CH2:27][CH2:28][S:29][C:30]1[CH:35]=[CH:34][NH:33][C:32](=O)[C:31]=1[CH3:37], predict the reaction product. The product is: [CH3:23][O:24][CH2:25][CH2:26][CH2:27][CH2:28][S:29][C:30]1[CH:35]=[CH:34][NH:33][C:32](=[S:10])[C:31]=1[CH3:37]. (6) Given the reactants [NH2:1][C:2]1[S:3][C:4]([CH3:7])=[CH:5][N:6]=1.I[CH2:9][CH:10]1[CH2:15][O:14][CH2:13][CH2:12][O:11]1, predict the reaction product. The product is: [NH4+:1].[OH-:11].[O:11]1[CH2:12][CH2:13][O:14][CH2:15][CH:10]1[CH2:9][N:6]1[CH:5]=[C:4]([CH3:7])[S:3][C:2]1=[NH:1]. (7) Given the reactants FC(F)(F)C(O)=O.[CH3:8][CH:9]1[C:18]2([CH:23]=[CH:22][N:21]([C:24]([O:26][CH2:27][C:28]3[CH:33]=[CH:32][CH:31]=[CH:30][CH:29]=3)=[O:25])[CH2:20][CH2:19]2)[C:17]2[C:12](=[N:13][CH:14]=[CH:15][CH:16]=2)[N:11](COCC[Si](C)(C)C)[C:10]1=[O:42], predict the reaction product. The product is: [CH3:8][CH:9]1[C:18]2([CH:19]=[CH:20][N:21]([C:24]([O:26][CH2:27][C:28]3[CH:33]=[CH:32][CH:31]=[CH:30][CH:29]=3)=[O:25])[CH2:22][CH2:23]2)[C:17]2[C:12](=[N:13][CH:14]=[CH:15][CH:16]=2)[NH:11][C:10]1=[O:42].